Dataset: Catalyst prediction with 721,799 reactions and 888 catalyst types from USPTO. Task: Predict which catalyst facilitates the given reaction. (1) Reactant: Cl.C[O:3][C:4]1[C:5]2[N:13]=[C:12]([C:14]3[C:15]([C:20]4[CH:25]=[CH:24][CH:23]=[C:22]([CH3:26])[N:21]=4)=[N:16][CH:17]=[CH:18][CH:19]=3)[CH:11]=[CH:10][C:6]=2[N:7]=[CH:8][N:9]=1. Product: [CH3:26][C:22]1[N:21]=[C:20]([C:15]2[C:14]([C:12]3[CH:11]=[CH:10][C:6]4[N:7]=[CH:8][NH:9][C:4](=[O:3])[C:5]=4[N:13]=3)=[CH:19][CH:18]=[CH:17][N:16]=2)[CH:25]=[CH:24][CH:23]=1. The catalyst class is: 14. (2) Reactant: [NH2:1][C:2]1[CH:32]=[CH:31][C:5]([C:6]([N:8]2[CH2:12][CH2:11][C@@H:10]([NH:13][C:14]3[N:19]=[C:18]([C:20]4[C:28]5[C:23](=[CH:24][CH:25]=[CH:26][CH:27]=5)[NH:22][CH:21]=4)[C:17]([C:29]#[N:30])=[CH:16][N:15]=3)[CH2:9]2)=[O:7])=[CH:4][CH:3]=1.Br[CH2:34]/[CH:35]=[CH:36]/[C:37](Cl)=[O:38].[CH3:40][NH:41][CH2:42][CH2:43][OH:44].CN1C(=O)CCC1. Product: [C:29]([C:17]1[C:18]([C:20]2[C:28]3[C:23](=[CH:24][CH:25]=[CH:26][CH:27]=3)[NH:22][CH:21]=2)=[N:19][C:14]([NH:13][C@@H:10]2[CH2:11][CH2:12][N:8]([C:6]([C:5]3[CH:4]=[CH:3][C:2]([NH:1][C:37](=[O:38])/[CH:36]=[CH:35]/[CH2:34][N:41]([CH2:42][CH2:43][OH:44])[CH3:40])=[CH:32][CH:31]=3)=[O:7])[CH2:9]2)=[N:15][CH:16]=1)#[N:30]. The catalyst class is: 1. (3) Reactant: [C:1]([O:4][C:5]([CH3:8])([CH3:7])[CH3:6])(=[O:3])[CH3:2].C(NC(C)C)(C)C.[Li].C1COCC1.CCCCCCC.[CH:29]1(/[C:32](=[N:34]/[S:35]([C:37]([CH3:40])([CH3:39])[CH3:38])=[O:36])/[CH3:33])[CH2:31][CH2:30]1. Product: [C:37]([S:35]([NH:34][C:32]([CH:29]1[CH2:31][CH2:30]1)([CH3:33])[CH2:2][C:1]([O:4][C:5]([CH3:8])([CH3:7])[CH3:6])=[O:3])=[O:36])([CH3:38])([CH3:39])[CH3:40]. The catalyst class is: 1. (4) Reactant: [N+:1]([C:4]1[CH:8]=[CH:7][NH:6][N:5]=1)([O-:3])=[O:2].[H-].[Na+].Br[CH2:12][C:13]([NH2:15])=[O:14]. Product: [N+:1]([C:4]1[CH:8]=[CH:7][N:6]([CH2:12][C:13]([NH2:15])=[O:14])[N:5]=1)([O-:3])=[O:2]. The catalyst class is: 9.